From a dataset of Peptide-MHC class II binding affinity with 134,281 pairs from IEDB. Regression. Given a peptide amino acid sequence and an MHC pseudo amino acid sequence, predict their binding affinity value. This is MHC class II binding data. (1) The peptide sequence is QSQLTKRSDLLRKLG. The MHC is DRB1_0101 with pseudo-sequence DRB1_0101. The binding affinity (normalized) is 0.471. (2) The peptide sequence is ILVGDNSFVSAISQT. The MHC is HLA-DQA10201-DQB10303 with pseudo-sequence HLA-DQA10201-DQB10303. The binding affinity (normalized) is 0.622. (3) The peptide sequence is RRGVRSLSNKIKQKT. The MHC is HLA-DQA10102-DQB10501 with pseudo-sequence HLA-DQA10102-DQB10501. The binding affinity (normalized) is 0.613. (4) The peptide sequence is AGALEVHAVKPVTEE. The MHC is HLA-DQA10102-DQB10602 with pseudo-sequence HLA-DQA10102-DQB10602. The binding affinity (normalized) is 0.520.